Task: Predict the product of the given reaction.. Dataset: Forward reaction prediction with 1.9M reactions from USPTO patents (1976-2016) (1) The product is: [CH3:1][O:2][C:3](=[O:13])[C@@H:4]([N:12]1[CH2:29][C:28]([O:31][C:32]2[CH:37]=[CH:36][CH:35]=[CH:34][CH:33]=2)=[CH:27][C:26]1=[O:25])[CH2:5][CH:6]1[CH2:11][CH2:10][CH2:9][CH2:8][CH2:7]1. Given the reactants [CH3:1][O:2][C:3](=[O:13])[C@@H:4]([NH2:12])[CH2:5][CH:6]1[CH2:11][CH2:10][CH2:9][CH2:8][CH2:7]1.C(N(CC)C(C)C)(C)C.C([O:25][C:26](=O)/[CH:27]=[C:28](/[O:31][C:32]1[CH:37]=[CH:36][CH:35]=[CH:34][CH:33]=1)\[CH2:29]Br)C, predict the reaction product. (2) Given the reactants Cl[C:2]1[CH:3]=[C:4]([C:10]#[C:11][C:12]2[CH:21]=[CH:20][C:15](C(OC)=O)=[CH:14][C:13]=2[CH3:22])[CH:5]=[N:6][C:7]=1[C:8]#[N:9].C[C:24]1[CH:29]=[CH:28][C:27]([NH:30]C(=O)OC(C)(C)C)=[C:26](B2OC(C)(C)C(C)(C)O2)[CH:25]=1.[CH:47]1(P(C2CCCCC2)C2C=CC=CC=2C2C(OC)=CC=CC=2OC)CCCCC1.P([O-])([O-])([O-])=O.[K+].[K+].[K+].[C:84]([O:87][CH2:88]C)(=[O:86])[CH3:85], predict the reaction product. The product is: [CH3:15][C:14]1[C:13]([CH3:22])=[C:12]([C:11]#[C:10][C:4]2[CH:5]=[N:6][C:7]3[C:8]([NH2:9])=[N:30][C:27]4[CH:26]=[C:25]([CH3:47])[CH:24]=[CH:29][C:28]=4[C:2]=3[CH:3]=2)[CH:21]=[CH:20][C:85]=1[C:84]([O:87][CH3:88])=[O:86]. (3) Given the reactants OC1C=C(C[C@@H](C)C(OC)=O)C=CC=1.OC1C=C(C[C@H](C)C(OC)=O)C=CC=1.[OH:29][C:30]1[CH:31]=[C:32]([CH2:36][C@@H:37]([CH3:43])[C:38]([O:40][CH2:41][CH3:42])=[O:39])[CH:33]=[CH:34][CH:35]=1.OC1C=C(C[C@H](C)C(OCC)=O)C=CC=1, predict the reaction product. The product is: [OH:29][C:30]1[CH:31]=[C:32]([CH2:36][CH:37]([CH3:43])[C:38]([O:40][CH2:41][CH3:42])=[O:39])[CH:33]=[CH:34][CH:35]=1. (4) The product is: [NH2:14][C@H:3]([C:4]1[CH:9]=[CH:8][CH:7]=[C:6]([C:10]([F:11])([F:12])[F:13])[CH:5]=1)[CH2:2][OH:1]. Given the reactants [OH:1][CH2:2][C@H:3]([NH:14]C(=O)OCC1C=CC=CC=1)[C:4]1[CH:9]=[CH:8][CH:7]=[C:6]([C:10]([F:13])([F:12])[F:11])[CH:5]=1, predict the reaction product. (5) Given the reactants Cl.C[N:3]([CH3:12])[CH2:4][CH2:5][CH2:6][N:7]=C=NCC.O[N:14]1[C:18]2[CH:19]=[CH:20][CH:21]=[CH:22]C=2N=N1.[C:23]1([CH2:29][CH2:30][CH2:31][CH2:32][CH2:33][C:34]([OH:36])=O)[CH:28]=[CH:27][CH:26]=[CH:25][CH:24]=1.[C:37](=[O:40])([O-])[OH:38].[Na+].[CH3:42]N(C)C=O, predict the reaction product. The product is: [C:23]1([CH2:29][CH2:30][CH2:31][CH2:32][CH2:33][C:34]([NH:7][CH:6]2[CH2:5][CH2:4][N:3]([C:37]([O:38][C:21]3[CH:22]=[N:14][CH:18]=[CH:19][CH:20]=3)=[O:40])[CH2:12][CH2:42]2)=[O:36])[CH:24]=[CH:25][CH:26]=[CH:27][CH:28]=1. (6) The product is: [CH3:1][O:2][C:3]1[CH:4]=[C:5]2[C:10](=[CH:11][C:12]=1[O:13][CH3:14])[N:9]=[CH:8][CH:7]=[C:6]2[O:15][C:16]1[CH:21]=[CH:20][C:19]([NH:22][CH2:23][CH2:24][O:25][C:26]2[CH:31]=[CH:30][CH:29]=[C:28]([CH3:32])[CH:27]=2)=[CH:18][C:17]=1[CH3:34]. Given the reactants [CH3:1][O:2][C:3]1[CH:4]=[C:5]2[C:10](=[CH:11][C:12]=1[O:13][CH3:14])[N:9]=[CH:8][CH:7]=[C:6]2[O:15][C:16]1[CH:21]=[CH:20][C:19]([NH:22][C:23](=O)[CH2:24][O:25][C:26]2[CH:31]=[CH:30][CH:29]=[C:28]([CH3:32])[CH:27]=2)=[CH:18][C:17]=1[CH3:34].Cl.[OH-].[Na+], predict the reaction product.